This data is from Catalyst prediction with 721,799 reactions and 888 catalyst types from USPTO. The task is: Predict which catalyst facilitates the given reaction. (1) The catalyst class is: 54. Product: [C:1]([O:5][C:6]([N:8]1[C:12]2[C:13]([Cl:18])=[N:14][CH:15]=[C:16]([C:25]([OH:27])=[O:26])[C:11]=2[C:10]([CH3:19])=[CH:9]1)=[O:7])([CH3:4])([CH3:3])[CH3:2]. Reactant: [C:1]([O:5][C:6]([N:8]1[C:12]2=[C:13]([Cl:18])[N:14]=[CH:15][C:16](I)=[C:11]2[C:10]([CH3:19])=[CH:9]1)=[O:7])([CH3:4])([CH3:3])[CH3:2].C([Mg]Cl)(C)C.[C:25](=[O:27])=[O:26].[O-]S([O-])(=O)=O.[Ca+2]. (2) Reactant: [C:1]([C:3]1([CH2:16][CH:17]2[CH2:19][CH2:18]2)[CH2:8][CH2:7][N:6](C(OC(C)(C)C)=O)[CH2:5][CH2:4]1)#[N:2]. Product: [C:1]([C:3]1([CH2:16][CH:17]2[CH2:19][CH2:18]2)[CH2:8][CH2:7][NH:6][CH2:5][CH2:4]1)#[N:2]. The catalyst class is: 137.